Dataset: hERG potassium channel inhibition data for cardiac toxicity prediction from Karim et al.. Task: Regression/Classification. Given a drug SMILES string, predict its toxicity properties. Task type varies by dataset: regression for continuous values (e.g., LD50, hERG inhibition percentage) or binary classification for toxic/non-toxic outcomes (e.g., AMES mutagenicity, cardiotoxicity, hepatotoxicity). Dataset: herg_karim. (1) The compound is Cc1ccccc1C1CCN(CC2CCc3cccnc3C(O)C2)CC1. The result is 1 (blocker). (2) The result is 1 (blocker). The drug is COc1ccc(CCN(C)CCOc2ccc(NS(C)(=O)=O)cc2N)cc1OC.